From a dataset of Experimentally validated miRNA-target interactions with 360,000+ pairs, plus equal number of negative samples. Binary Classification. Given a miRNA mature sequence and a target amino acid sequence, predict their likelihood of interaction. (1) The miRNA is hsa-miR-4478 with sequence GAGGCUGAGCUGAGGAG. The protein sequence of the target gene is MDAVEPGGRGWASMLACRLWKAISRALFAEFLATGLYVFFGVGSVMRWPTALPSVLQIAITFNLVTAMAVQVTWKASGAHANPAVTLAFLVGSHISLPRAVAYVAAQLVGATVGAALLYGVMPGDIRETLGINVVRNSVSTGQAVAVELLLTLQLVLCVFASTDSRQTSGSPATMIGISVALGHLIGIHFTGCSMNPARSFGPAIIIGKFTVHWVFWVGPLMGALLASLIYNFVLFPDTKTLAQRLAILTGTVEVGTGAGAGAEPLKKESQPGSGAVEMESV. Result: 1 (interaction). (2) The miRNA is hsa-miR-196a-3p with sequence CGGCAACAAGAAACUGCCUGAG. The protein sequence of the target gene is MEQANPLRPDGESKGGVLAHLERLETQVSRSRKQSEELQSVQAQEGALGTKIHKLRRLRDELRAVVRHRRASVKACIANVEPNQTVEINEQEALEEKLENVKAILQAYHFTGLSGKLTSRGVCVCISTAFEGNLLDSYFVDLVIQKPLRIHHHSVPVFIPLEEIAAKYLQTNIQHFLFSLCEYLNAYSGRKYQADRLQSDFAALLTGPLQRNPLCNLLSFTYKLDPGGQSFPFCARLLYKDLTATLPTDVTVTCQGVEVLSTSWEEQRASHETLFCTKPLHQVFASFTRKGEKLDMSLVS.... Result: 1 (interaction). (3) The miRNA is hsa-miR-6847-5p with sequence ACAGAGGACAGUGGAGUGUGAGC. The protein sequence of the target gene is MGKLHSKPAAVCKRRESPEGDSFAVSAAWARKGIEEWIGRQRCPGGVSGPRQLRLAGTIGRSTRELVGDVLRDTLSEEEEDDFRLEVALPPEKTDGLGSGDEKKMERVSEPCPGSKKQLKFEELQCDVSMEEDSRQEWTFTLYDFDNNGKVTREDITSLLHTIYEVVDSSVNHSPTSSKMLRVKLTVAPDGSQSKRSVLVNQADLQSARPRAETKPTEDLRSWEKKQRAPLRFQGDSRLEQSGCYHHCVDENIERRNHYLDLAGIENYTSQFGPGSPSVAQKSELPPRTSNPTRSRSHEP.... Result: 1 (interaction). (4) The miRNA is mmu-miR-539-5p with sequence GGAGAAAUUAUCCUUGGUGUGU. The protein sequence of the target gene is MVLGLASFPESLSSQSETATQPRRPSVKWDLGSDYRKGTEETTASGSNFRRERLDSQPDLGLHVQPQIYFLRPRSPLPKLLFSLMNTNDANVKKLLPKSHLSRVIIRDNLNAQRICEMEMKASDKTKRKMSYLYDHLKKKFMMDQLRKMIRWRRDSQSTQDYLDKERV. Result: 0 (no interaction). (5) The miRNA is hsa-miR-1260b with sequence AUCCCACCACUGCCACCAU. The protein sequence of the target gene is MSVKPSWGPGPSEGVTAVPTSDLGEIHNWTELLDLFNHTLSECHVELSQSTKRVVLFALYLAMFVVGLVENLLVICVNWRGSGRAGLMNLYILNMAIADLGIVLSLPVWMLEVTLDYTWLWGSFSCRFTHYFYFVNMYSSIFFLVCLSVDRYVTLTSASPSWQRYQHRVRRAMCAGIWVLSAIIPLPEVVHIQLVEGPEPMCLFMAPFETYSTWALAVALSTTILGFLLPFPLITVFNVLTACRLRQPGQPKSRRHCLLLCAYVAVFVMCWLPYHVTLLLLTLHGTHISLHCHLVHLLYF.... Result: 1 (interaction). (6) The miRNA is hsa-miR-3652 with sequence CGGCUGGAGGUGUGAGGA. The protein sequence of the target gene is MLLLRCQLKQAPPQKVSFRFCVVMGKQQSKLKHSTYKYGRPDEIIEERIQTKAFQEYSPAHMDTVSVVAALNSDLCVSGGKDKTVVAYNWKTGNVVKRFKGHEHEITKVACIPKSSQFFSASRDRMVMMWDLHGSSQPRQQLCGHAMVVTGLAVSPDSSQLCTGSRDNTLLLWDVVTGQSVERASVSRNVVTHLCWVPREPYILQTSEDKTLRLWDSRGLQVAHMFPAKQHIQTYCEVSVDGHKCISCSNGFGGEGCEATLWDLRQTRNRICEYKGHFQTVASCVFLPRALALMPLIATS.... Result: 1 (interaction). (7) Result: 0 (no interaction). The protein sequence of the target gene is MRPDSPTMAAPAESLRRRKTGYSDPEPESPPAPGRGPAGSPAHLHTGTFWLTRIVLLKALAFVYFVAFLVAFHQNKQLIGDRGLLPCRVFLKNFQQYFQDRTSWEVFSYMPTILWLMDWSDMNSNLDLLALLGLGISSFVLITGCANMLLMAALWGLYMSLVNVGHVWYSFGWESQLLETGFLGIFLCPLWTLSRLPQHTPTSRIVLWGFRWLIFRIMLGAGLIKIRGDRCWRDLTCMDFHYETQPMPNPVAYYLHHSPWWFHRFETLSNHFIELLVPFFLFLGRRACIIHGVLQILFQA.... The miRNA is hsa-miR-659-5p with sequence AGGACCUUCCCUGAACCAAGGA.